From a dataset of Reaction yield outcomes from USPTO patents with 853,638 reactions. Predict the reaction yield, written as a fraction of the theoretical maximum amount of product (1.0 means a 100% yield; for example, 0.34 means a 34% yield). (1) The reactants are NC1C=CC(S(CC)(=O)=O)=C(C=1)C#N.[C:15]([S:19]([C:22]1[CH:29]=[CH:28][C:27]([N+:30]([O-])=O)=[CH:26][C:23]=1[C:24]#[N:25])(=[O:21])=[O:20])([CH3:18])([CH3:17])[CH3:16]. No catalyst specified. The product is [NH2:30][C:27]1[CH:28]=[CH:29][C:22]([S:19]([C:15]([CH3:18])([CH3:17])[CH3:16])(=[O:21])=[O:20])=[C:23]([CH:26]=1)[C:24]#[N:25]. The yield is 0.960. (2) The yield is 0.406. The reactants are [CH3:1][C:2](C)([O-])C.[K+].[CH3:7][CH:8]([C:12]([CH3:14])=[O:13])[C:9]([O-:11])=[O:10].Cl[C:16]1[C:21]([C:22]#[N:23])=[C:20]([NH:24][CH3:25])[C:19]([N+:26]([O-:28])=[O:27])=[CH:18][CH:17]=1.[NH4+].[Cl-]. The product is [CH2:1]([O:10][C:9](=[O:11])[C:8]([C:16]1[CH:17]=[CH:18][C:19]([N+:26]([O-:28])=[O:27])=[C:20]([NH:24][CH3:25])[C:21]=1[C:22]#[N:23])([CH3:7])[C:12](=[O:13])[CH3:14])[CH3:2]. The catalyst is CO.CS(C)=O. (3) The reactants are C1CCC(N=C=NC2CCCCC2)CC1.[CH2:16]1[C@@H:20]([CH2:21][CH2:22][CH2:23][CH2:24][C:25]([OH:27])=[O:26])[S:19][S:18][CH2:17]1.[CH3:28][N:29]([CH3:33])[CH2:30][CH2:31]O. The catalyst is C(Cl)Cl.CN(C1C=CN=CC=1)C. The product is [S:18]1[CH2:17][CH2:16][C@@H:20]([CH2:21][CH2:22][CH2:23][CH2:24][C:25]([O:27][CH2:31][CH2:30][N:29]([CH3:33])[CH3:28])=[O:26])[S:19]1. The yield is 0.790. (4) The reactants are [OH-].[Na+].[CH2:3]([OH:21])[CH2:4][O:5][CH2:6][CH2:7][O:8][CH2:9][CH2:10][O:11][CH2:12][CH2:13][O:14][CH2:15][CH2:16][O:17][CH2:18][CH2:19][OH:20].[CH2:22](Cl)[C:23]1[CH:28]=[CH:27][CH:26]=[CH:25][CH:24]=1. The catalyst is O.[Cl-].[Na+].O. The product is [CH2:22]([O:20][CH2:19][CH2:18][O:17][CH2:16][CH2:15][O:14][CH2:13][CH2:12][O:11][CH2:10][CH2:9][O:8][CH2:7][CH2:6][O:5][CH2:4][CH2:3][OH:21])[C:23]1[CH:28]=[CH:27][CH:26]=[CH:25][CH:24]=1. The yield is 0.700.